From a dataset of Forward reaction prediction with 1.9M reactions from USPTO patents (1976-2016). Predict the product of the given reaction. (1) Given the reactants [C:1]([O:4][C@H:5]1[C@H:10]([O:11][C:12](=[O:14])[CH3:13])[C@@H:9]([CH2:15][O:16][C:17](=[O:19])[CH3:18])[O:8][C@H:7](Br)[C@@H:6]1[NH:21][C:22](=[C:24]1[C:29](=[O:30])[CH2:28][C:27]([CH3:32])([CH3:31])[CH2:26][C:25]1=[O:33])[CH3:23])(=[O:3])[CH3:2].C(=O)([O-])O.[Na+].[N-:39]=[N+:40]=[N-:41].[Na+], predict the reaction product. The product is: [N:39]([C@H:7]1[O:8][C@H:9]([CH2:15][O:16][C:17](=[O:19])[CH3:18])[C@@H:10]([O:11][C:12](=[O:14])[CH3:13])[C@H:5]([O:4][C:1](=[O:3])[CH3:2])[C@H:6]1[NH:21][C:22](=[C:24]1[C:29](=[O:30])[CH2:28][C:27]([CH3:32])([CH3:31])[CH2:26][C:25]1=[O:33])[CH3:23])=[N+:40]=[N-:41]. (2) Given the reactants [NH:1]([C:8](=[O:29])[C:9]([C:20]1[CH:28]=[CH:27][C:23]([C:24]([OH:26])=O)=[CH:22][CH:21]=1)([C:11]([NH:13][C:14]1[CH:19]=[CH:18][CH:17]=[CH:16][CH:15]=1)=[O:12])[OH:10])[C:2]1[CH:7]=[CH:6][CH:5]=[CH:4][CH:3]=1.CCN=C=NCCCN(C)C.[CH:41]1[CH:42]=[CH:43][C:44]2[N:49](O)N=[N:47][C:45]=2[CH:46]=1.C1(N)C=CC=CC=1N, predict the reaction product. The product is: [NH2:47][C:45]1[CH:46]=[CH:41][CH:42]=[CH:43][C:44]=1[NH:49][C:24]([C:23]1[CH:27]=[CH:28][C:20]([C:9]([OH:10])([C:8]([NH:1][C:2]2[CH:3]=[CH:4][CH:5]=[CH:6][CH:7]=2)=[O:29])[C:11]([NH:13][C:14]2[CH:15]=[CH:16][CH:17]=[CH:18][CH:19]=2)=[O:12])=[CH:21][CH:22]=1)=[O:26]. (3) Given the reactants C([O:3][C:4](=[O:33])[CH2:5][O:6][C:7]1[CH:12]=[CH:11][C:10]([O:13][CH2:14][C:15]2[S:19][C:18]([C:20]3[CH:25]=[CH:24][C:23]([C:26]([F:29])([F:28])[F:27])=[CH:22][CH:21]=3)=[N:17][C:16]=2[CH2:30][CH3:31])=[C:9]([CH3:32])[CH:8]=1)C.C(OC(=O)COC1C=CC(OCC2SC(C3C=CC(C(F)(F)F)=CC=3)=NC=2CC)=C(Br)C=1)C.CB(O)O.[F-].[Cs+], predict the reaction product. The product is: [CH2:30]([C:16]1[N:17]=[C:18]([C:20]2[CH:21]=[CH:22][C:23]([C:26]([F:29])([F:28])[F:27])=[CH:24][CH:25]=2)[S:19][C:15]=1[CH2:14][O:13][C:10]1[CH:11]=[CH:12][C:7]([O:6][CH2:5][C:4]([OH:33])=[O:3])=[CH:8][C:9]=1[CH3:32])[CH3:31].